From a dataset of Forward reaction prediction with 1.9M reactions from USPTO patents (1976-2016). Predict the product of the given reaction. (1) The product is: [N:1]1[CH:6]=[CH:5][CH:4]=[C:3]([CH2:7][CH2:8][C:9]([OH:11])=[O:10])[CH:2]=1. Given the reactants [N:1]1[CH:6]=[CH:5][CH:4]=[C:3]([CH:7]=[CH:8][C:9]([OH:11])=[O:10])[CH:2]=1.CO, predict the reaction product. (2) Given the reactants Cl.[CH3:2][NH:3][O:4][CH3:5].[CH3:6][N:7]1[C:11]([CH2:12][O:13][C:14]2[CH:19]=[CH:18][C:17]([C:20]([F:23])([F:22])[F:21])=[CH:16][CH:15]=2)=[C:10]([C:24](OCC)=[O:25])[CH:9]=[N:8]1.C([Mg]Cl)(C)C.[Cl-].[NH4+], predict the reaction product. The product is: [CH3:5][O:4][N:3]([CH3:2])[C:24]([C:10]1[CH:9]=[N:8][N:7]([CH3:6])[C:11]=1[CH2:12][O:13][C:14]1[CH:19]=[CH:18][C:17]([C:20]([F:22])([F:23])[F:21])=[CH:16][CH:15]=1)=[O:25]. (3) Given the reactants Cl.O1CCOCC1.[O:8]1[CH2:13][CH2:12][N:11]([C:14]2[CH:15]=[C:16]([C:21]3[CH:34]=[CH:33][CH:32]=[C:31]4[C:22]=3[O:23][C:24]3[CH:25]=[CH:26][C:27]([NH:35][CH:36]5[CH2:42][CH2:41][CH2:40][N:39](C(OC(C)(C)C)=O)[CH2:38][CH2:37]5)=[CH:28][C:29]=3[CH2:30]4)[NH:17][C:18](=[O:20])[CH:19]=2)[CH2:10][CH2:9]1.C(=O)([O-])O.[Na+], predict the reaction product. The product is: [NH:39]1[CH2:40][CH2:41][CH2:42][CH:36]([NH:35][C:27]2[CH:28]=[C:29]3[C:24]([O:23][C:22]4[C:21]([C:16]5[NH:17][C:18](=[O:20])[CH:19]=[C:14]([N:11]6[CH2:12][CH2:13][O:8][CH2:9][CH2:10]6)[CH:15]=5)=[CH:34][CH:33]=[CH:32][C:31]=4[CH2:30]3)=[CH:25][CH:26]=2)[CH2:37][CH2:38]1. (4) The product is: [Cl:1][C:2]1[CH:3]=[C:4]([CH:7]=[CH:8][CH:9]=1)[CH2:5][NH:6][C:12](=[O:13])[C:11]([CH3:16])([CH3:15])[CH3:10]. Given the reactants [Cl:1][C:2]1[CH:3]=[C:4]([CH:7]=[CH:8][CH:9]=1)[CH2:5][NH2:6].[CH3:10][C:11]([CH3:16])([CH3:15])[C:12](Cl)=[O:13].CCN(CC)CC, predict the reaction product. (5) The product is: [CH:8]1[C:9]2[NH:10][C:11]3[C:16](=[CH:15][CH:14]=[CH:13][CH:12]=3)[C:17]=2[C:5]([O:4][CH2:3][C@H:2]([OH:1])[CH2:18][NH:24][CH2:23][C:22]2[CH:25]=[CH:26][C:27]([O:29][CH3:30])=[CH:28][C:21]=2[O:20][CH3:19])=[CH:6][CH:7]=1. Given the reactants [O:1]1[CH2:18][C@@H:2]1[CH2:3][O:4][C:5]1[C:17]2[C:16]3[C:11](=[CH:12][CH:13]=[CH:14][CH:15]=3)[NH:10][C:9]=2[CH:8]=[CH:7][CH:6]=1.[CH3:19][O:20][C:21]1[CH:28]=[C:27]([O:29][CH3:30])[CH:26]=[CH:25][C:22]=1[CH2:23][NH2:24], predict the reaction product.